This data is from Forward reaction prediction with 1.9M reactions from USPTO patents (1976-2016). The task is: Predict the product of the given reaction. (1) The product is: [CH:1]([NH:11][C:12]1[CH:13]=[C:14]([NH:18][C:19](=[O:30])[C:20]2[CH:25]=[CH:24][CH:23]=[C:22]([C:26]([F:27])([F:28])[F:29])[CH:21]=2)[CH:15]=[CH:16][CH:17]=1)=[O:2]. Given the reactants [CH:1](O)=[O:2].C(OC(=O)C)(=O)C.[NH2:11][C:12]1[CH:13]=[C:14]([NH:18][C:19](=[O:30])[C:20]2[CH:25]=[CH:24][CH:23]=[C:22]([C:26]([F:29])([F:28])[F:27])[CH:21]=2)[CH:15]=[CH:16][CH:17]=1, predict the reaction product. (2) The product is: [Si:1]([O:8][CH2:9][C:10]1([CH3:30])[S:16][CH2:15][CH2:14][N:13]2[C:17]([C:20]3([C:23]4[CH:28]=[CH:27][C:26]([C:35]5[CH:36]=[CH:37][C:32]([CH3:31])=[CH:33][CH:34]=5)=[CH:25][CH:24]=4)[CH2:22][CH2:21]3)=[N:18][N:19]=[C:12]2[CH2:11]1)([C:4]([CH3:7])([CH3:6])[CH3:5])([CH3:3])[CH3:2]. Given the reactants [Si:1]([O:8][CH2:9][C:10]1([CH3:30])[S:16][CH2:15][CH2:14][N:13]2[C:17]([C:20]3([C:23]4[CH:28]=[CH:27][C:26](Cl)=[CH:25][CH:24]=4)[CH2:22][CH2:21]3)=[N:18][N:19]=[C:12]2[CH2:11]1)([C:4]([CH3:7])([CH3:6])[CH3:5])([CH3:3])[CH3:2].[CH3:31][C:32]1[CH:37]=[CH:36][C:35](B(O)O)=[CH:34][CH:33]=1.C1(P(C2CCCCC2)C2CCCCC2)CCCCC1.P([O-])([O-])([O-])=O.[K+].[K+].[K+], predict the reaction product. (3) The product is: [O:15]1[C:12]2[CH2:13][CH2:14][NH:8][CH2:9][CH2:10][C:11]=2[CH:17]=[CH:16]1. Given the reactants C([N:8]1[CH2:14][CH2:13][C:12]2[O:15][CH:16]=[CH:17][C:11]=2[CH2:10][CH2:9]1)C1C=CC=CC=1.ClC(OC(Cl)C)=O, predict the reaction product. (4) Given the reactants [NH2:1][C:2]1[N:7]=[C:6]([OH:8])[CH:5]=[CH:4][N:3]=1.[H-].[Na+].Br[CH2:12][C:13](=O)[CH2:14][CH2:15][CH3:16].[OH-].[Na+].Cl, predict the reaction product. The product is: [CH2:14]([C:13]1[N:1]=[C:2]2[NH:3][CH:4]=[CH:5][C:6](=[O:8])[N:7]2[CH:12]=1)[CH2:15][CH3:16]. (5) Given the reactants Cl.Cl.[NH:3]1[CH2:8][CH2:7][CH:6]([N:9]2[C:17]3[C:12](=[N:13][CH:14]=[CH:15][CH:16]=3)[NH:11][C:10]2=[O:18])[CH2:5][CH2:4]1.Cl[C:20]1[N:25]=[C:24]([N:26]([CH3:31])[S:27]([CH3:30])(=[O:29])=[O:28])[CH:23]=[C:22]([C:32]([N:34]2[C:42]3[C:37](=[CH:38][C:39]([F:43])=[CH:40][CH:41]=3)[CH2:36][CH2:35]2)=[O:33])[CH:21]=1.C(=O)([O-])[O-].[K+].[K+], predict the reaction product. The product is: [F:43][C:39]1[CH:38]=[C:37]2[C:42](=[CH:41][CH:40]=1)[N:34]([C:32]([C:22]1[CH:23]=[C:24]([N:26]([CH3:31])[S:27]([CH3:30])(=[O:29])=[O:28])[N:25]=[C:20]([N:3]3[CH2:4][CH2:5][CH:6]([N:9]4[C:17]5[C:12](=[N:13][CH:14]=[CH:15][CH:16]=5)[NH:11][C:10]4=[O:18])[CH2:7][CH2:8]3)[CH:21]=1)=[O:33])[CH2:35][CH2:36]2. (6) Given the reactants [CH:1]1([C:7]2[C:8]3[CH:9]=[CH:10][C:11]([C:39](O)=[O:40])=[CH:12][C:13]=3[N:14]3[CH2:20][C:19]([C:21]([N:23]4[CH2:28][CH2:27][CH:26]([N:29]5[CH2:34][CH2:33][O:32][CH2:31][CH2:30]5)[CH2:25][CH2:24]4)=[O:22])=[CH:18][C:17]4[CH:35]=[CH:36][CH:37]=[CH:38][C:16]=4[C:15]=23)[CH2:6][CH2:5][CH2:4][CH2:3][CH2:2]1.C(N(CC)C(C)C)(C)C.Cl.CN(C)CCCN=C=NCC.ON1C2C=CC=CC=2N=N1.[CH2:73]([NH2:79])[C@@H:74]1[O:78][CH2:77][CH2:76][CH2:75]1, predict the reaction product. The product is: [CH:1]1([C:7]2[C:8]3[CH:9]=[CH:10][C:11]([C:39]([NH:79][CH2:73][C@H:74]4[CH2:75][CH2:76][CH2:77][O:78]4)=[O:40])=[CH:12][C:13]=3[N:14]3[CH2:20][C:19]([C:21]([N:23]4[CH2:24][CH2:25][CH:26]([N:29]5[CH2:30][CH2:31][O:32][CH2:33][CH2:34]5)[CH2:27][CH2:28]4)=[O:22])=[CH:18][C:17]4[CH:35]=[CH:36][CH:37]=[CH:38][C:16]=4[C:15]=23)[CH2:6][CH2:5][CH2:4][CH2:3][CH2:2]1. (7) The product is: [I:15][C:14]1[C:9]([O:7][CH:4]2[CH2:5][CH2:6][O:1][CH2:2][CH2:3]2)=[N:10][CH:11]=[CH:12][CH:13]=1. Given the reactants [O:1]1[CH2:6][CH2:5][CH:4]([OH:7])[CH2:3][CH2:2]1.F[C:9]1[C:14]([I:15])=[CH:13][CH:12]=[CH:11][N:10]=1, predict the reaction product. (8) Given the reactants C([O:3][C:4]([C:6]1[CH:10]=[C:9]([CH2:11][O:12][Si:13]([C:16]([CH3:19])([CH3:18])[CH3:17])([CH3:15])[CH3:14])[O:8][N:7]=1)=O)C.O.[NH2:21][NH2:22], predict the reaction product. The product is: [Si:13]([O:12][CH2:11][C:9]1[O:8][N:7]=[C:6]([C:4]([NH:21][NH2:22])=[O:3])[CH:10]=1)([C:16]([CH3:19])([CH3:18])[CH3:17])([CH3:15])[CH3:14]. (9) Given the reactants [OH:1][C:2]1[C:3]([CH3:33])([CH3:32])[C:4]2[C:9]([C:10](=[O:23])[C:11]=1[C:12]([NH:14][CH2:15][C:16]([O:18]C(C)(C)C)=[O:17])=[O:13])=[CH:8][CH:7]=[C:6](/[CH:24]=[CH:25]/[C:26]1[CH:31]=[CH:30][CH:29]=[CH:28][CH:27]=1)[CH:5]=2, predict the reaction product. The product is: [OH:1][C:2]1[C:3]([CH3:33])([CH3:32])[C:4]2[C:9]([C:10](=[O:23])[C:11]=1[C:12]([NH:14][CH2:15][C:16]([OH:18])=[O:17])=[O:13])=[CH:8][CH:7]=[C:6](/[CH:24]=[CH:25]/[C:26]1[CH:27]=[CH:28][CH:29]=[CH:30][CH:31]=1)[CH:5]=2. (10) Given the reactants [BH4-].[Na+].C(O)(=O)C(C(C(O)=O)O)O.[O:13]1[CH2:17][CH2:16][O:15][CH:14]1[C:18]1[S:19][C:20]([C:23](=[O:29])[C:24]([O:26][CH2:27][CH3:28])=[O:25])=[CH:21][N:22]=1, predict the reaction product. The product is: [O:15]1[CH2:16][CH2:17][O:13][CH:14]1[C:18]1[S:19][C:20]([CH:23]([OH:29])[C:24]([O:26][CH2:27][CH3:28])=[O:25])=[CH:21][N:22]=1.